This data is from Full USPTO retrosynthesis dataset with 1.9M reactions from patents (1976-2016). The task is: Predict the reactants needed to synthesize the given product. (1) Given the product [OH:61][CH2:60][C@H:59]([NH:58][C:22]([C:21]1[CH:25]=[CH:26][C:27]([CH3:28])=[C:19]([NH:18][C:16]([C:7]2[C:8](=[O:15])[NH:9][C:10]3[C:5]([CH:6]=2)=[CH:4][C:3]([O:2][CH3:1])=[C:12]([O:13][CH3:14])[CH:11]=3)=[O:17])[CH:20]=1)=[O:23])[C:62]1[CH:67]=[CH:66][CH:65]=[CH:64][CH:63]=1, predict the reactants needed to synthesize it. The reactants are: [CH3:1][O:2][C:3]1[CH:4]=[C:5]2[C:10](=[CH:11][C:12]=1[O:13][CH3:14])[NH:9][C:8](=[O:15])[C:7]([C:16]([NH:18][C:19]1[CH:20]=[C:21]([CH:25]=[CH:26][C:27]=1[CH3:28])[C:22](O)=[O:23])=[O:17])=[CH:6]2.CN(C=O)C.CN(C(ON1N=NC2C=CC=NC1=2)=[N+](C)C)C.F[P-](F)(F)(F)(F)F.[NH2:58][C@H:59]([C:62]1[CH:67]=[CH:66][CH:65]=[CH:64][CH:63]=1)[CH2:60][OH:61]. (2) Given the product [CH:2]([N:5]1[C:9]([C:10]2[S:11][C:12]3[CH2:13][CH2:14][O:15][C:16]4[CH:23]=[C:22]([CH:24]5[CH2:28][CH2:27][N:26]([S:30]([CH3:29])(=[O:32])=[O:31])[CH2:25]5)[CH:21]=[CH:20][C:17]=4[C:18]=3[N:19]=2)=[N:8][CH:7]=[N:6]1)([CH3:4])[CH3:3], predict the reactants needed to synthesize it. The reactants are: Cl.[CH:2]([N:5]1[C:9]([C:10]2[S:11][C:12]3[CH2:13][CH2:14][O:15][C:16]4[CH:23]=[C:22]([CH:24]5[CH2:28][CH2:27][NH:26][CH2:25]5)[CH:21]=[CH:20][C:17]=4[C:18]=3[N:19]=2)=[N:8][CH:7]=[N:6]1)([CH3:4])[CH3:3].[CH3:29][S:30](Cl)(=[O:32])=[O:31].